From a dataset of CYP2C9 inhibition data for predicting drug metabolism from PubChem BioAssay. Regression/Classification. Given a drug SMILES string, predict its absorption, distribution, metabolism, or excretion properties. Task type varies by dataset: regression for continuous measurements (e.g., permeability, clearance, half-life) or binary classification for categorical outcomes (e.g., BBB penetration, CYP inhibition). Dataset: cyp2c9_veith. The compound is Cc1ccc(C(=O)Nc2c(C#N)c(C)c(C)n2Cc2ccccc2)cc1. The result is 1 (inhibitor).